This data is from Reaction yield outcomes from USPTO patents with 853,638 reactions. The task is: Predict the reaction yield, written as a fraction of the theoretical maximum amount of product (1.0 means a 100% yield; for example, 0.34 means a 34% yield). (1) The reactants are [F:1][C:2]1[CH:7]=[CH:6][C:5]([CH:8]2[C:16]3[C:11](=[C:12]([N+:19]([O-])=O)[CH:13]=[CH:14][C:15]=3[O:17][CH3:18])[C:10](=[O:22])[O:9]2)=[CH:4][CH:3]=1.Cl(O)(=O)(=O)=O. No catalyst specified. The product is [NH2:19][C:12]1[C:11]([C:10]([OH:22])=[O:9])=[C:16]([CH2:8][C:5]2[CH:6]=[CH:7][C:2]([F:1])=[CH:3][CH:4]=2)[C:15]([O:17][CH3:18])=[CH:14][CH:13]=1. The yield is 0.848. (2) The yield is 0.680. The reactants are [CH:1]1[C:13]2[NH:12][C:11]3[C:6](=[CH:7][CH:8]=[CH:9][CH:10]=3)[C:5]=2[CH:4]=[C:3]([C:14]([O:16][CH2:17][CH3:18])=[O:15])[N:2]=1.[H-].[Na+].[Cl:21][C:22]1[C:23]([F:31])=[C:24]([C:27]([F:30])=[CH:28][CH:29]=1)[CH2:25]Br.O. The product is [Cl:21][C:22]1[C:23]([F:31])=[C:24]([C:27]([F:30])=[CH:28][CH:29]=1)[CH2:25][N:12]1[C:13]2[CH:1]=[N:2][C:3]([C:14]([O:16][CH2:17][CH3:18])=[O:15])=[CH:4][C:5]=2[C:6]2[C:11]1=[CH:10][CH:9]=[CH:8][CH:7]=2. The catalyst is CN(C=O)C. (3) The reactants are [F:1][C:2]([F:15])([O:6][C:7]1[CH:8]=[C:9]([CH:12]=[CH:13][CH:14]=1)[CH:10]=O)[CH:3]([F:5])[F:4].[Br:16][C:17]1[CH:18]=[C:19]([CH:21]=[CH:22][CH:23]=1)[NH2:20].[BH-](OC(C)=O)(OC(C)=O)OC(C)=O.[Na+].C(O)(=O)C. The catalyst is O.ClCCCl. The product is [Br:16][C:17]1[CH:18]=[C:19]([NH:20][CH2:10][C:9]2[CH:12]=[CH:13][CH:14]=[C:7]([O:6][C:2]([F:15])([F:1])[CH:3]([F:5])[F:4])[CH:8]=2)[CH:21]=[CH:22][CH:23]=1. The yield is 0.960. (4) The reactants are [Cl:1][C:2]1[S:6][C:5]([S:7](Cl)(=[O:9])=[O:8])=[CH:4][CH:3]=1.[NH2:11][C@@H:12]([CH:15]1[CH2:23][C:22]2[C:17](=[CH:18][CH:19]=[CH:20][CH:21]=2)[CH2:16]1)[CH2:13][OH:14].C(N(CC)CC)C.CCOC(C)=O.CCCCCC. The catalyst is C(Cl)Cl. The product is [Cl:1][C:2]1[S:6][C:5]([S:7]([NH:11][C@@H:12]([CH:15]2[CH2:23][C:22]3[C:17](=[CH:18][CH:19]=[CH:20][CH:21]=3)[CH2:16]2)[CH2:13][OH:14])(=[O:9])=[O:8])=[CH:4][CH:3]=1. The yield is 0.384.